Task: Predict the reactants needed to synthesize the given product.. Dataset: Full USPTO retrosynthesis dataset with 1.9M reactions from patents (1976-2016) (1) Given the product [C:18]([C:16]1[CH:15]=[C:7]([C:8]([N:10]([CH3:14])[CH2:11][CH2:12][CH3:13])=[O:9])[CH:6]=[C:5]([CH:17]=1)[C:4]([OH:21])=[O:3])(=[O:20])[CH3:19], predict the reactants needed to synthesize it. The reactants are: C([O:3][C:4](=[O:21])[C:5]1[CH:17]=[C:16]([C:18](=[O:20])[CH3:19])[CH:15]=[C:7]([C:8]([N:10]([CH3:14])[CH2:11][CH2:12][CH3:13])=[O:9])[CH:6]=1)C.[OH-].[Na+].Cl. (2) Given the product [Br:18][CH2:19][CH2:20][CH2:21][O:16][C:13]1[CH:12]=[CH:11][C:10]([C:9]([O:8][CH2:1][C:2]2[CH:3]=[CH:4][CH:5]=[CH:6][CH:7]=2)=[O:17])=[CH:15][CH:14]=1, predict the reactants needed to synthesize it. The reactants are: [CH2:1]([O:8][C:9](=[O:17])[C:10]1[CH:15]=[CH:14][C:13]([OH:16])=[CH:12][CH:11]=1)[C:2]1[CH:7]=[CH:6][CH:5]=[CH:4][CH:3]=1.[Br:18][CH2:19][CH2:20][CH2:21]O.N(C(OCC)=O)=NC(OCC)=O.C1(P(C2C=CC=CC=2)C2C=CC=CC=2)C=CC=CC=1. (3) Given the product [CH:15]([O:1][C:2]1[CH:11]=[CH:10][C:9]([N+:12]([O-:14])=[O:13])=[CH:8][C:3]=1[C:4]([O:6][CH3:7])=[O:5])([CH3:20])[CH3:16], predict the reactants needed to synthesize it. The reactants are: [OH:1][C:2]1[CH:11]=[CH:10][C:9]([N+:12]([O-:14])=[O:13])=[CH:8][C:3]=1[C:4]([O:6][CH3:7])=[O:5].[C:15]1(P(C2C=CC=CC=2)C2C=CC=CC=2)[CH:20]=CC=C[CH:16]=1.CC(O)C.C(OC(N=NC(OC(C)C)=O)=O)(C)C. (4) Given the product [CH:11]([C:8]1[N:7]([CH2:14][C:15]2[CH:20]=[CH:19][CH:18]=[C:17]([C:21]([F:23])([F:24])[F:22])[C:16]=2[CH3:25])[C:6]2[CH:5]=[C:4]([N:26]3[CH2:27][CH2:28][O:29][CH2:30][CH2:31]3)[CH:3]=[C:2]([B:32]([OH:36])[OH:33])[C:10]=2[N:9]=1)([CH3:13])[CH3:12], predict the reactants needed to synthesize it. The reactants are: Br[C:2]1[C:10]2[N:9]=[C:8]([CH:11]([CH3:13])[CH3:12])[N:7]([CH2:14][C:15]3[CH:20]=[CH:19][CH:18]=[C:17]([C:21]([F:24])([F:23])[F:22])[C:16]=3[CH3:25])[C:6]=2[CH:5]=[C:4]([N:26]2[CH2:31][CH2:30][O:29][CH2:28][CH2:27]2)[CH:3]=1.[B:32]1(B2OC(C)(C)C(C)(C)O2)[O:36]C(C)(C)C(C)(C)[O:33]1.CC(C1C=C(C(C)C)C(C2C=CC=CC=2P(C2CCCCC2)C2CCCCC2)=C(C(C)C)C=1)C.C([O-])(=O)C.[K+].Cl. (5) Given the product [CH2:2]([O:4][C:5](=[O:23])[CH:6]([C:7](=[O:8])[C:9]1[CH:14]=[CH:13][C:12]([O:15][CH2:16][C:17]2[CH:22]=[CH:21][CH:20]=[CH:19][CH:18]=2)=[CH:11][CH:10]=1)[CH2:31][CH2:30][CH:24]1[CH2:29][CH2:28][CH2:27][CH2:26][CH2:25]1)[CH3:3], predict the reactants needed to synthesize it. The reactants are: [K].[CH2:2]([O:4][C:5](=[O:23])[CH2:6][C:7]([C:9]1[CH:14]=[CH:13][C:12]([O:15][CH2:16][C:17]2[CH:22]=[CH:21][CH:20]=[CH:19][CH:18]=2)=[CH:11][CH:10]=1)=[O:8])[CH3:3].[CH:24]1([CH2:30][CH2:31]Br)[CH2:29][CH2:28][CH2:27][CH2:26][CH2:25]1.[I-].[K+]. (6) Given the product [F:1][C:2]([F:34])([F:33])[C:3]1[CH:32]=[CH:31][C:6]([O:7][CH:8]2[CH2:13][CH2:12][N:11]([C:14]([O:16][CH2:17][C@:18]3([CH3:29])[O:30][C:21]4=[N:22][C:23]([N+:25]([O-:27])=[O:26])=[CH:24][N:20]4[CH2:19]3)=[O:15])[CH2:10][CH2:9]2)=[CH:5][CH:4]=1, predict the reactants needed to synthesize it. The reactants are: [F:1][C:2]([F:34])([F:33])[C:3]1[CH:32]=[CH:31][C:6]([O:7][CH:8]2[CH2:13][CH2:12][N:11]([C:14]([O:16][CH2:17][C@@:18]([OH:30])([CH3:29])[CH2:19][N:20]3[CH:24]=[C:23]([N+:25]([O-:27])=[O:26])[N:22]=[C:21]3Cl)=[O:15])[CH2:10][CH2:9]2)=[CH:5][CH:4]=1.[H-].[Na+].